Dataset: Forward reaction prediction with 1.9M reactions from USPTO patents (1976-2016). Task: Predict the product of the given reaction. (1) Given the reactants C([O:4][C:5]1[C:14]2[CH2:13][S:12][N:11]=[C:10]([N:15]([C:23]([O:25][C:26]([CH3:29])([CH3:28])[CH3:27])=[O:24])[C:16]([O:18][C:19]([CH3:22])([CH3:21])[CH3:20])=[O:17])[C:9]3=[N:30][N:31]([CH2:33][C:34]4[C:39]([CH3:40])=[C:38]([O:41][CH3:42])[C:37]([CH3:43])=[CH:36][N:35]=4)[N:32]=[C:7]([C:8]=23)[CH:6]=1)(=O)C.C(=O)([O-])[O-].[K+].[K+].[Cl-].[NH4+], predict the reaction product. The product is: [CH3:42][O:41][C:38]1[C:37]([CH3:43])=[CH:36][N:35]=[C:34]([CH2:33][N:31]2[N:32]=[C:7]3[CH2:6][C:5](=[O:4])[C:14]4[CH2:13][S:12][N:11]=[C:10]([N:15]([C:16]([O:18][C:19]([CH3:22])([CH3:21])[CH3:20])=[O:17])[C:23]([O:25][C:26]([CH3:29])([CH3:28])[CH3:27])=[O:24])[C:9]([C:8]=43)=[N:30]2)[C:39]=1[CH3:40]. (2) Given the reactants [NH2:1][C:2]1[CH:3]=[C:4]([N:8]2[C:12]3=[N:13][CH:14]=[N:15][C:16]([NH2:17])=[C:11]3[CH:10]=[N:9]2)[CH:5]=[CH:6][CH:7]=1.[S:18]1[CH:22]=[CH:21][C:20]([S:23](Cl)(=[O:25])=[O:24])=[CH:19]1.C(N(C(C)C)CC)(C)C.CN(C=O)C, predict the reaction product. The product is: [NH2:17][C:16]1[N:15]=[CH:14][N:13]=[C:12]2[N:8]([C:4]3[CH:3]=[C:2]([NH:1][S:23]([C:20]4[CH:21]=[CH:22][S:18][CH:19]=4)(=[O:25])=[O:24])[CH:7]=[CH:6][CH:5]=3)[N:9]=[CH:10][C:11]=12. (3) Given the reactants [Mg:1].[Br:2]C(Br)C.[CH2:6]([C:8]1[CH:13]=[C:12]([CH2:14][CH3:15])[CH:11]=[C:10]([CH2:16][CH3:17])[C:9]=1Br)[CH3:7], predict the reaction product. The product is: [CH2:14]([C:12]1([Mg:1][Br:2])[CH:13]=[C:8]([CH2:6][CH3:7])[CH:9]=[C:10]([CH2:16][CH3:17])[CH2:11]1)[CH3:15]. (4) The product is: [NH2:1][C:2]1[C:11]2[C:6](=[CH:7][CH:8]=[CH:9][C:10]=2[O:12][CH2:13][C:14]([CH3:19])([CH3:18])[C:15]([NH:35][CH2:34][C:31]2[CH:32]=[CH:33][C:28]([O:27][CH3:26])=[CH:29][CH:30]=2)=[O:16])[N:5]=[C:4]([CH3:20])[C:3]=1[C:21]([O:23][CH2:24][CH3:25])=[O:22]. Given the reactants [NH2:1][C:2]1[C:11]2[C:6](=[CH:7][CH:8]=[CH:9][C:10]=2[O:12][CH2:13][C:14]([CH3:19])([CH3:18])[C:15](O)=[O:16])[N:5]=[C:4]([CH3:20])[C:3]=1[C:21]([O:23][CH2:24][CH3:25])=[O:22].[CH3:26][O:27][C:28]1[CH:33]=[CH:32][C:31]([CH2:34][NH2:35])=[CH:30][CH:29]=1, predict the reaction product. (5) Given the reactants [CH2:1]([O:8][C:9]([NH:11][CH:12]([CH2:24][C:25]#[CH:26])[C:13]([NH:15][CH:16]([CH2:20][CH:21]([CH3:23])[CH3:22])[C:17]([OH:19])=O)=[O:14])=[O:10])[C:2]1[CH:7]=[CH:6][CH:5]=[CH:4][CH:3]=1.CCN=C=NCCCN(C)C.C1C=CC2N(O)N=NC=2C=1.[Cl-].[N:49]([CH2:52][CH2:53][CH2:54][NH:55][C:56](=[O:65])[CH2:57][CH2:58][CH:59]([NH3+:64])[C:60]([O:62][CH3:63])=[O:61])=[N+:50]=[N-:51].CCN(C(C)C)C(C)C, predict the reaction product. The product is: [N:49]([CH2:52][CH2:53][CH2:54][NH:55][C:56](=[O:65])[CH2:57][CH2:58][CH:59]([C:60]([O:62][CH3:63])=[O:61])[NH:64][C:17](=[O:19])[CH:16]([CH2:20][CH:21]([CH3:23])[CH3:22])[NH:15][C:13](=[O:14])[CH:12]([CH2:24][C:25]#[CH:26])[NH:11][C:9](=[O:10])[O:8][CH2:1][C:2]1[CH:3]=[CH:4][CH:5]=[CH:6][CH:7]=1)=[N+:50]=[N-:51]. (6) Given the reactants C([Si](C)(C)[O:6][C:7]1[CH:12]=[CH:11][C:10]([C:13]2[CH2:18][CH2:17][C:16](=[O:19])[CH2:15][CH:14]=2)=[CH:9][CH:8]=1)(C)(C)C.CCCC[N+](CCCC)(CCCC)CCCC.[F-], predict the reaction product. The product is: [OH:6][C:7]1[CH:8]=[CH:9][C:10]([C:13]2[CH2:18][CH2:17][C:16](=[O:19])[CH2:15][CH:14]=2)=[CH:11][CH:12]=1.